From a dataset of CYP2D6 inhibition data for predicting drug metabolism from PubChem BioAssay. Regression/Classification. Given a drug SMILES string, predict its absorption, distribution, metabolism, or excretion properties. Task type varies by dataset: regression for continuous measurements (e.g., permeability, clearance, half-life) or binary classification for categorical outcomes (e.g., BBB penetration, CYP inhibition). Dataset: cyp2d6_veith. (1) The compound is Cc1ccc(NC(=O)Nc2ncccc2C)cc1. The result is 0 (non-inhibitor). (2) The compound is COC(=O)C/C=C\[C@H](C)[C@@H](OCc1ccccc1Br)C(C)C. The result is 0 (non-inhibitor). (3) The compound is CN(C)CCC=C1c2ccccc2C=Cc2ccccc21. The result is 1 (inhibitor). (4) The result is 1 (inhibitor). The molecule is CCCn1c(N)[n+](CC(=O)c2ccco2)c2ccccc21.[Br-]. (5) The compound is COc1cccc(Cn2c(=O)c(C)nc3cnc(OC)nc32)c1. The result is 0 (non-inhibitor). (6) The molecule is COCCn1c(=O)c(-c2cccs2)nc2cnc(Nc3ccccc3)nc21. The result is 0 (non-inhibitor).